This data is from Full USPTO retrosynthesis dataset with 1.9M reactions from patents (1976-2016). The task is: Predict the reactants needed to synthesize the given product. (1) Given the product [C:31]([Si:35]([CH3:52])([CH3:51])[O:36][CH:37]([C:39]1[O:40][C:41]([CH2:44][N:45]2[N:49]=[C:48]([NH:50][C:14]([C:10]3[N:11]=[CH:12][O:13][C:9]=3[C:3]3[CH:4]=[CH:5][CH:6]=[CH:7][CH:8]=3)=[O:16])[CH:47]=[N:46]2)=[CH:42][N:43]=1)[CH3:38])([CH3:34])([CH3:33])[CH3:32], predict the reactants needed to synthesize it. The reactants are: N#N.[C:3]1([C:9]2[O:13][CH:12]=[N:11][C:10]=2[C:14]([OH:16])=O)[CH:8]=[CH:7][CH:6]=[CH:5][CH:4]=1.C1C=CC2N(O)N=NC=2C=1.C(Cl)CCl.[C:31]([Si:35]([CH3:52])([CH3:51])[O:36][CH:37]([C:39]1[O:40][C:41]([CH2:44][N:45]2[N:49]=[C:48]([NH2:50])[CH:47]=[N:46]2)=[CH:42][N:43]=1)[CH3:38])([CH3:34])([CH3:33])[CH3:32]. (2) The reactants are: [NH:1]1[C:9]2[C:4](=[C:5]([C:10]([N:12]3[CH2:17][CH2:16][O:15][CH2:14][CH2:13]3)=[O:11])[CH:6]=[CH:7][CH:8]=2)[CH:3]=[CH:2]1.[OH-].[K+].Br[CH2:21][CH2:22][O:23][CH3:24]. Given the product [CH3:24][O:23][CH2:22][CH2:21][N:1]1[C:9]2[C:4](=[C:5]([C:10]([N:12]3[CH2:13][CH2:14][O:15][CH2:16][CH2:17]3)=[O:11])[CH:6]=[CH:7][CH:8]=2)[CH:3]=[CH:2]1, predict the reactants needed to synthesize it. (3) Given the product [F:19][C:2]([F:18])([F:1])[C:3]1[N:7]=[C:6]([C:8]2[C:9]3[CH2:17][CH2:16][CH2:15][CH2:14][C:10]=3[S:11][C:12]=2[NH:13][C:28]([C:20]2[CH2:24][CH2:23][CH2:22][C:21]=2[C:25]([OH:27])=[O:26])=[O:29])[O:5][N:4]=1, predict the reactants needed to synthesize it. The reactants are: [F:1][C:2]([F:19])([F:18])[C:3]1[N:7]=[C:6]([C:8]2[C:9]3[CH2:17][CH2:16][CH2:15][CH2:14][C:10]=3[S:11][C:12]=2[NH2:13])[O:5][N:4]=1.[C:20]12[C:28](=[O:29])[O:27][C:25](=[O:26])[C:21]=1[CH2:22][CH2:23][CH2:24]2. (4) Given the product [CH3:1][N:2]([CH2:4][C:5]1[CH:6]=[CH:7][C:8]([O:35][CH2:36][CH3:37])=[C:9]([NH:11][C:12]([C@H:14]([NH:26][C:27]([N:29]2[CH2:30][CH2:31][N:32]([C:43](=[O:44])[C:42]3[CH:46]=[CH:47][C:39]([F:38])=[CH:40][CH:41]=3)[CH2:33][CH2:34]2)=[O:28])[C@H:15]([C:17]2[C:25]3[C:20](=[CH:21][CH:22]=[CH:23][CH:24]=3)[NH:19][CH:18]=2)[CH3:16])=[O:13])[CH:10]=1)[CH3:3], predict the reactants needed to synthesize it. The reactants are: [CH3:1][N:2]([CH2:4][C:5]1[CH:6]=[CH:7][C:8]([O:35][CH2:36][CH3:37])=[C:9]([NH:11][C:12]([C@H:14]([NH:26][C:27]([N:29]2[CH2:34][CH2:33][NH:32][CH2:31][CH2:30]2)=[O:28])[C@H:15]([C:17]2[C:25]3[C:20](=[CH:21][CH:22]=[CH:23][CH:24]=3)[NH:19][CH:18]=2)[CH3:16])=[O:13])[CH:10]=1)[CH3:3].[F:38][C:39]1[CH:47]=[CH:46][C:42]([C:43](O)=[O:44])=[CH:41][CH:40]=1.CCN=C=NCCCN(C)C.C1C=CC2N(O)N=NC=2C=1.C(=O)([O-])O.[Na+]. (5) Given the product [C:1]([NH:18][C@H:19]([C:23]([O:25][CH2:26][CH:27]([O:38][C:39](=[O:57])[CH2:40][CH2:41][CH2:42][CH2:43][CH2:44][CH2:45][CH2:46][CH2:47][CH2:48][CH2:49][CH2:50][CH2:51][CH2:52][CH2:53][CH2:54][CH2:55][CH3:56])[C:28]([OH:30])=[O:29])=[O:24])[CH:20]([CH3:22])[CH3:21])([O:3][CH2:4][CH:5]1[C:17]2[C:12](=[CH:13][CH:14]=[CH:15][CH:16]=2)[C:11]2[C:6]1=[CH:7][CH:8]=[CH:9][CH:10]=2)=[O:2], predict the reactants needed to synthesize it. The reactants are: [C:1]([NH:18][C@H:19]([C:23]([O:25][CH2:26][CH:27]([O:38][C:39](=[O:57])[CH2:40][CH2:41][CH2:42][CH2:43][CH2:44][CH2:45][CH2:46][CH2:47][CH2:48][CH2:49][CH2:50][CH2:51][CH2:52][CH2:53][CH2:54][CH2:55][CH3:56])[C:28]([O:30]CC1C=CC=CC=1)=[O:29])=[O:24])[CH:20]([CH3:22])[CH3:21])([O:3][CH2:4][CH:5]1[C:17]2[C:12](=[CH:13][CH:14]=[CH:15][CH:16]=2)[C:11]2[C:6]1=[CH:7][CH:8]=[CH:9][CH:10]=2)=[O:2]. (6) Given the product [CH3:1][C:2]1[CH:6]=[C:5]([CH3:7])[NH:4][C:3]=1/[CH:8]=[C:9]1\[C:10](=[O:18])[N:11]([C:24]([N:21]2[CH:20]=[CH:19][N:23]=[CH:22]2)=[O:25])[C:12]2[C:17]\1=[CH:16][CH:15]=[CH:14][CH:13]=2, predict the reactants needed to synthesize it. The reactants are: [CH3:1][C:2]1[CH:6]=[C:5]([CH3:7])[NH:4][C:3]=1/[CH:8]=[C:9]1\[C:10](=[O:18])[NH:11][C:12]2[C:17]\1=[CH:16][CH:15]=[CH:14][CH:13]=2.[CH:19]1[N:23]=[CH:22][N:21]([C:24](N2C=NC=C2)=[O:25])[CH:20]=1. (7) Given the product [Cl:1][C:2]1[CH:3]=[C:4]([C:5]([NH:27][C:28]2[CH:33]=[CH:32][N:31]=[CH:30][CH:29]=2)=[O:7])[CH:8]=[CH:9][C:10]=1[C:11]([NH:12][C:13]1[CH:18]=[CH:17][C:16]([Cl:19])=[C:15]([C:20]2[CH:25]=[CH:24][CH:23]=[CH:22][N:21]=2)[CH:14]=1)=[O:26], predict the reactants needed to synthesize it. The reactants are: [Cl:1][C:2]1[CH:3]=[C:4]([CH:8]=[CH:9][C:10]=1[C:11](=[O:26])[NH:12][C:13]1[CH:18]=[CH:17][C:16]([Cl:19])=[C:15]([C:20]2[CH:25]=[CH:24][CH:23]=[CH:22][N:21]=2)[CH:14]=1)[C:5]([OH:7])=O.[NH2:27][C:28]1[CH:33]=[CH:32][N:31]=[CH:30][CH:29]=1. (8) Given the product [Cl:2][C:3]1[CH:4]=[C:5]([CH:18]=[CH:19][C:20]=1[F:21])[NH:6][C:7]1[C:16]2[C:11](=[CH:12][CH:13]=[CH:14][C:15]=2[O:22][CH:23]2[CH2:28][CH2:27][N:26]([CH3:29])[CH2:25][CH2:24]2)[N:10]=[CH:9][N:8]=1, predict the reactants needed to synthesize it. The reactants are: Cl.[Cl:2][C:3]1[CH:4]=[C:5]([CH:18]=[CH:19][C:20]=1[F:21])[NH:6][C:7]1[C:16]2[C:11](=[CH:12][CH:13]=[CH:14][C:15]=2F)[N:10]=[CH:9][N:8]=1.[OH:22][CH:23]1[CH2:28][CH2:27][N:26]([CH3:29])[CH2:25][CH2:24]1. (9) Given the product [S:14]([CH2:13][CH2:12][CH2:11][CH2:18][C:7]1[C:5]2[N:6]=[C:2]([CH3:1])[S:3][C:4]=2[CH:10]=[CH:9][CH:8]=1)([OH:17])(=[O:16])=[O:15], predict the reactants needed to synthesize it. The reactants are: [CH3:1][C:2]1[S:3][C:4]2[CH:10]=[CH:9][CH:8]=[CH:7][C:5]=2[N:6]=1.[CH2:11]1[CH2:18][O:17][S:14](=[O:16])(=[O:15])[CH2:13][CH2:12]1.